Dataset: Full USPTO retrosynthesis dataset with 1.9M reactions from patents (1976-2016). Task: Predict the reactants needed to synthesize the given product. (1) The reactants are: [CH3:1][O:2][C:3](=[O:14])[CH2:4][CH2:5][C:6]1[CH:11]=[CH:10][C:9]([OH:12])=[CH:8][C:7]=1[CH3:13].C([C:23]1[CH:38]=[C:37]([CH2:39][CH3:40])[CH:36]=[CH:35][C:24]=1[O:25][CH2:26][CH2:27][C@@H:28](OS(C)(=O)=O)[CH3:29])(=O)C1C=CC=CC=1.[C:41]([O-:44])([O-])=O.[Cs+].[Cs+].Cl. Given the product [CH3:1][O:2][C:3](=[O:14])[CH2:4][CH2:5][C:6]1[CH:11]=[CH:10][C:9]([O:12][C@H:28]([CH3:29])[CH2:27][CH2:26][O:25][C:24]2[CH:35]=[CH:36][C:37]([CH2:39][CH3:40])=[CH:38][C:23]=2[O:44][C:41]2[CH:7]=[CH:6][CH:5]=[CH:4][CH:3]=2)=[CH:8][C:7]=1[CH3:13], predict the reactants needed to synthesize it. (2) Given the product [C:16]([C:18]1[CH:19]=[CH:20][C:21]([O:27][CH3:28])=[C:22]([C:2]2[C:7]([O:8][CH3:9])=[C:6]([CH:10]=[O:11])[CH:5]=[C:4]([S:12]([NH2:15])(=[O:14])=[O:13])[CH:3]=2)[CH:23]=1)#[N:17], predict the reactants needed to synthesize it. The reactants are: Br[C:2]1[CH:3]=[C:4]([S:12]([NH2:15])(=[O:14])=[O:13])[CH:5]=[C:6]([CH:10]=[O:11])[C:7]=1[O:8][CH3:9].[C:16]([C:18]1[CH:19]=[CH:20][C:21]([O:27][CH3:28])=[C:22](B(O)O)[CH:23]=1)#[N:17]. (3) Given the product [Cl:1][C:2]1[N+:7]([O-:25])=[C:6]([CH3:8])[C:5]([NH:9][C:10](=[O:16])[O:11][C:12]([CH3:13])([CH3:15])[CH3:14])=[CH:4][CH:3]=1, predict the reactants needed to synthesize it. The reactants are: [Cl:1][C:2]1[N:7]=[C:6]([CH3:8])[C:5]([NH:9][C:10](=[O:16])[O:11][C:12]([CH3:15])([CH3:14])[CH3:13])=[CH:4][CH:3]=1.C1C=C(Cl)C=C(C(OO)=[O:25])C=1. (4) Given the product [Cl:1][C:2]1[C:7]([C:8]([F:10])([F:9])[F:11])=[CH:6][CH:5]=[CH:4][C:3]=1[C:12]([N:14]1[CH2:19][CH2:18][N:17]2[C:20]([C:23]3[CH:28]=[CH:27][C:26]([F:29])=[CH:25][CH:24]=3)=[N:21][N:22]=[C:16]2[CH2:15]1)=[O:13], predict the reactants needed to synthesize it. The reactants are: [Cl:1][C:2]1[C:7]([C:8]([F:11])([F:10])[F:9])=[CH:6][CH:5]=[CH:4][C:3]=1[C:12]([N:14]1[CH2:19][CH2:18][N:17]2[C:20]([C:23]3[CH:28]=[CH:27][CH:26]=[CH:25][CH:24]=3)=[N:21][N:22]=[C:16]2[CH2:15]1)=[O:13].[F:29]C1C=CC(B(O)O)=CC=1.C1(B(O)O)C=CC=CC=1.CCCC(C)C. (5) Given the product [Cl:1][C:2]1[CH:9]=[CH:8][CH:7]=[C:6]([O:10][CH2:11][CH3:12])[C:3]=1[CH2:4][NH2:5], predict the reactants needed to synthesize it. The reactants are: [Cl:1][C:2]1[CH:9]=[CH:8][CH:7]=[C:6]([O:10][CH2:11][CH3:12])[C:3]=1[C:4]#[N:5].B.[H][H].Cl. (6) Given the product [F:1][C:2]1[CH:7]=[CH:6][C:5]([CH2:8][NH:9][C:11]2[CH:21]=[C:15]3[N:16]([CH3:20])[CH2:17][CH2:18][CH2:19][N:14]3[C:13](=[O:22])[N:12]=2)=[CH:4][CH:3]=1, predict the reactants needed to synthesize it. The reactants are: [F:1][C:2]1[CH:7]=[CH:6][C:5]([CH2:8][NH2:9])=[CH:4][CH:3]=1.Cl[C:11]1[CH:21]=[C:15]2[N:16]([CH3:20])[CH2:17][CH2:18][CH2:19][N:14]2[C:13](=[O:22])[N:12]=1. (7) The reactants are: Cl[C:2]([O:4][CH2:5][CH:6]([CH3:8])[CH3:7])=[O:3].FC(F)(F)C(O)=O.[NH2:16][CH2:17][CH2:18][CH2:19][O:20][C:21]1[CH:30]=[C:29]2[C:24]([C:25]([NH:31][C:32]3[CH:37]=[CH:36][C:35]([Cl:38])=[CH:34][C:33]=3[F:39])=[N:26][CH:27]=[N:28]2)=[CH:23][C:22]=1[O:40][CH3:41].C(N(CC)CC)C. Given the product [Cl:38][C:35]1[CH:36]=[CH:37][C:32]([NH:31][C:25]2[C:24]3[C:29](=[CH:30][C:21]([O:20][CH2:19][CH2:18][CH2:17][NH:16][C:2]([O:4][CH2:5][CH:6]([CH3:8])[CH3:7])=[O:3])=[C:22]([O:40][CH3:41])[CH:23]=3)[N:28]=[CH:27][N:26]=2)=[C:33]([F:39])[CH:34]=1, predict the reactants needed to synthesize it. (8) Given the product [F:1][C:2]1[CH:7]=[CH:6][C:5]([C:8]2[CH:9]=[C:10]3[C:15](=[CH:16][CH:17]=2)[CH:14]=[C:13]([S:18]([C:30]2[CH:31]=[CH:32][CH:33]=[CH:34][C:29]=2[CH:27]([C:23]2[NH:24][CH:25]=[CH:26][N:22]=2)[OH:28])(=[O:20])=[O:19])[CH:12]=[CH:11]3)=[CH:4][CH:3]=1, predict the reactants needed to synthesize it. The reactants are: [F:1][C:2]1[CH:7]=[CH:6][C:5]([C:8]2[CH:9]=[C:10]3[C:15](=[CH:16][CH:17]=2)[CH:14]=[C:13]([S:18]([O-:20])=[O:19])[CH:12]=[CH:11]3)=[CH:4][CH:3]=1.[Na+].[NH:22]1[CH:26]=[CH:25][N:24]=[C:23]1[CH:27]([C:29]1[CH:34]=[CH:33][CH:32]=[CH:31][C:30]=1I)[OH:28]. (9) Given the product [Br:1][C:2]1[CH:11]=[CH:10][C:5]([C:6]([OH:8])=[O:7])=[C:4]([S:12]([CH:15]([CH3:17])[CH3:16])(=[O:14])=[O:13])[CH:3]=1, predict the reactants needed to synthesize it. The reactants are: [Br:1][C:2]1[CH:11]=[CH:10][C:5]([C:6]([O:8]C)=[O:7])=[C:4]([S:12]([CH:15]([CH3:17])[CH3:16])(=[O:14])=[O:13])[CH:3]=1.[OH-].[Na+].Cl.